From a dataset of NCI-60 drug combinations with 297,098 pairs across 59 cell lines. Regression. Given two drug SMILES strings and cell line genomic features, predict the synergy score measuring deviation from expected non-interaction effect. Drug 1: COC1=C(C=C2C(=C1)N=CN=C2NC3=CC(=C(C=C3)F)Cl)OCCCN4CCOCC4. Drug 2: COC1=CC(=CC(=C1O)OC)C2C3C(COC3=O)C(C4=CC5=C(C=C24)OCO5)OC6C(C(C7C(O6)COC(O7)C8=CC=CS8)O)O. Cell line: RXF 393. Synergy scores: CSS=34.3, Synergy_ZIP=-9.45, Synergy_Bliss=-3.02, Synergy_Loewe=-0.141, Synergy_HSA=2.16.